This data is from NCI-60 drug combinations with 297,098 pairs across 59 cell lines. The task is: Regression. Given two drug SMILES strings and cell line genomic features, predict the synergy score measuring deviation from expected non-interaction effect. (1) Drug 1: C1C(C(OC1N2C=NC3=C(N=C(N=C32)Cl)N)CO)O. Drug 2: N.N.Cl[Pt+2]Cl. Cell line: T-47D. Synergy scores: CSS=31.3, Synergy_ZIP=-1.48, Synergy_Bliss=1.29, Synergy_Loewe=1.54, Synergy_HSA=3.57. (2) Drug 1: C1CC(=O)NC(=O)C1N2CC3=C(C2=O)C=CC=C3N. Synergy scores: CSS=1.40, Synergy_ZIP=-0.776, Synergy_Bliss=-1.27, Synergy_Loewe=-1.71, Synergy_HSA=-0.736. Cell line: SK-MEL-2. Drug 2: C1C(C(OC1N2C=NC3=C2NC=NCC3O)CO)O. (3) Cell line: SK-MEL-2. Synergy scores: CSS=4.53, Synergy_ZIP=-11.3, Synergy_Bliss=-18.6, Synergy_Loewe=-21.0, Synergy_HSA=-20.3. Drug 2: CC1CCC2CC(C(=CC=CC=CC(CC(C(=O)C(C(C(=CC(C(=O)CC(OC(=O)C3CCCCN3C(=O)C(=O)C1(O2)O)C(C)CC4CCC(C(C4)OC)OCCO)C)C)O)OC)C)C)C)OC. Drug 1: CC1OCC2C(O1)C(C(C(O2)OC3C4COC(=O)C4C(C5=CC6=C(C=C35)OCO6)C7=CC(=C(C(=C7)OC)O)OC)O)O. (4) Drug 1: CC1=C(C=C(C=C1)C(=O)NC2=CC(=CC(=C2)C(F)(F)F)N3C=C(N=C3)C)NC4=NC=CC(=N4)C5=CN=CC=C5. Drug 2: CC12CCC3C(C1CCC2OP(=O)(O)O)CCC4=C3C=CC(=C4)OC(=O)N(CCCl)CCCl.[Na+]. Cell line: MCF7. Synergy scores: CSS=-9.99, Synergy_ZIP=4.94, Synergy_Bliss=-3.24, Synergy_Loewe=-11.0, Synergy_HSA=-11.7. (5) Drug 1: COC1=NC(=NC2=C1N=CN2C3C(C(C(O3)CO)O)O)N. Drug 2: C(CCl)NC(=O)N(CCCl)N=O. Cell line: HCC-2998. Synergy scores: CSS=-0.363, Synergy_ZIP=3.93, Synergy_Bliss=4.65, Synergy_Loewe=-2.83, Synergy_HSA=-1.93. (6) Drug 2: CC(C1=C(C=CC(=C1Cl)F)Cl)OC2=C(N=CC(=C2)C3=CN(N=C3)C4CCNCC4)N. Drug 1: C1CCC(CC1)NC(=O)N(CCCl)N=O. Cell line: SK-MEL-28. Synergy scores: CSS=13.4, Synergy_ZIP=-3.13, Synergy_Bliss=1.40, Synergy_Loewe=-4.19, Synergy_HSA=-2.90. (7) Drug 1: C1CCC(C1)C(CC#N)N2C=C(C=N2)C3=C4C=CNC4=NC=N3. Drug 2: C(CN)CNCCSP(=O)(O)O. Cell line: A549. Synergy scores: CSS=9.83, Synergy_ZIP=-3.36, Synergy_Bliss=-3.54, Synergy_Loewe=-14.7, Synergy_HSA=-4.67.